From a dataset of Full USPTO retrosynthesis dataset with 1.9M reactions from patents (1976-2016). Predict the reactants needed to synthesize the given product. (1) Given the product [Cl:3][C:4]1[CH:22]=[CH:21][C:7]([CH2:8][S:9][C:10]2[N:15]=[C:14]([C:16]([NH2:1])=[O:17])[CH:13]=[CH:12][C:11]=2[C:19]#[N:20])=[CH:6][CH:5]=1, predict the reactants needed to synthesize it. The reactants are: [NH3:1].Cl.[Cl:3][C:4]1[CH:22]=[CH:21][C:7]([CH2:8][S:9][C:10]2[N:15]=[C:14]([C:16](Cl)=[O:17])[CH:13]=[CH:12][C:11]=2[C:19]#[N:20])=[CH:6][CH:5]=1. (2) Given the product [CH3:1][C:2]1[CH:7]=[CH:6][C:5]([NH:8][C:9](=[O:20])[C:10]2[CH:15]=[CH:14][CH:13]=[C:12]([C:16]([F:17])([F:18])[F:19])[CH:11]=2)=[CH:4][C:3]=1[CH2:21][CH2:22][N:23]1[CH:31]=[N:30][C:29]2[C:24]1=[N:25][CH:26]=[N:27][C:28]=2[NH:32][CH3:33], predict the reactants needed to synthesize it. The reactants are: [CH3:1][C:2]1[CH:7]=[CH:6][C:5]([NH:8][C:9](=[O:20])[C:10]2[CH:15]=[CH:14][CH:13]=[C:12]([C:16]([F:19])([F:18])[F:17])[CH:11]=2)=[CH:4][C:3]=1/[CH:21]=[CH:22]/[N:23]1[CH:31]=[N:30][C:29]2[C:24]1=[N:25][CH:26]=[N:27][C:28]=2[NH:32][CH3:33].